From a dataset of Catalyst prediction with 721,799 reactions and 888 catalyst types from USPTO. Predict which catalyst facilitates the given reaction. (1) Reactant: Br[CH2:2][C:3]1[N:8]([CH2:9][CH2:10][C:11]2[CH:23]=[CH:22][C:14]([C:15]([O:17][C:18]([CH3:21])([CH3:20])[CH3:19])=[O:16])=[CH:13][CH:12]=2)[C:7](=[O:24])[C:6]([Cl:25])=[CH:5][C:4]=1[Cl:26].C(=O)([O-])[O-].[K+].[K+].Cl.[CH3:34][NH:35][CH:36]1[CH2:40][CH2:39][CH2:38][CH2:37]1.O. Product: [Cl:25][C:6]1[C:7](=[O:24])[N:8]([CH2:9][CH2:10][C:11]2[CH:23]=[CH:22][C:14]([C:15]([O:17][C:18]([CH3:21])([CH3:20])[CH3:19])=[O:16])=[CH:13][CH:12]=2)[C:3]([CH2:2][N:35]([CH:36]2[CH2:40][CH2:39][CH2:38][CH2:37]2)[CH3:34])=[C:4]([Cl:26])[CH:5]=1. The catalyst class is: 39. (2) Reactant: [I:1][C:2]1[CH:3]=[C:4]([NH2:9])[C:5]([NH2:8])=[N:6][CH:7]=1.[C:10](OCC)(=[O:16])[C:11](OCC)=[O:12]. Product: [I:1][C:2]1[CH:7]=[N:6][C:5]2=[N:8][C:10]([OH:16])=[C:11]([OH:12])[N:9]=[C:4]2[CH:3]=1. The catalyst class is: 28. (3) Reactant: [Br:1][C:2]1[CH:10]=[CH:9][C:5]([C:6](Cl)=[O:7])=[CH:4][C:3]=1[CH3:11].[CH3:12][O:13][C:14](=[O:20])[CH:15]=[C:16]([NH:18][CH3:19])[CH3:17].N1C=CC=CC=1.Cl.N1C=CC=CC=1. Product: [CH3:12][O:13][C:14](=[O:20])[CH:15]([C:6](=[O:7])[C:5]1[CH:9]=[CH:10][C:2]([Br:1])=[C:3]([CH3:11])[CH:4]=1)/[C:16](=[N:18]/[CH3:19])/[CH3:17]. The catalyst class is: 7.